From a dataset of Peptide-MHC class II binding affinity with 134,281 pairs from IEDB. Regression. Given a peptide amino acid sequence and an MHC pseudo amino acid sequence, predict their binding affinity value. This is MHC class II binding data. (1) The peptide sequence is VHAVKPVTEEPGMAK. The MHC is DRB1_0701 with pseudo-sequence DRB1_0701. The binding affinity (normalized) is 0.201. (2) The peptide sequence is ASGVYMGNLTAQQLD. The MHC is DRB1_0101 with pseudo-sequence DRB1_0101. The binding affinity (normalized) is 0.788. (3) The binding affinity (normalized) is 0. The MHC is HLA-DPA10103-DPB10601 with pseudo-sequence HLA-DPA10103-DPB10601. The peptide sequence is AAATAPTTVYGAFAA. (4) The peptide sequence is QEALEDFREFSRAKG. The MHC is HLA-DPA10201-DPB10501 with pseudo-sequence HLA-DPA10201-DPB10501. The binding affinity (normalized) is 0.404.